This data is from Forward reaction prediction with 1.9M reactions from USPTO patents (1976-2016). The task is: Predict the product of the given reaction. (1) The product is: [Cl:1][C:2]1[CH:3]=[C:4]([N:9]2[CH:13]=[CH:12][C:11]([NH2:14])=[N:10]2)[CH:5]=[CH:6][C:7]=1[Cl:8]. Given the reactants [Cl:1][C:2]1[CH:3]=[C:4]([N:9]2[CH2:13][CH2:12][C:11]([NH2:14])=[N:10]2)[CH:5]=[CH:6][C:7]=1[Cl:8], predict the reaction product. (2) The product is: [F:24][C:25]1[CH:33]=[C:32]([C:34]#[C:35][CH2:36][CH2:37][O:38][CH3:39])[C:28]2[O:29][CH2:30][O:31][C:27]=2[C:26]=1[NH:40][C:2]1[C:11]2[C:6](=[CH:7][C:8]([O:14][CH2:15][CH2:16][CH2:17][N:18]3[CH2:23][CH2:22][O:21][CH2:20][CH2:19]3)=[C:9]([O:12][CH3:13])[CH:10]=2)[N:5]=[CH:4][N:3]=1. Given the reactants Cl[C:2]1[C:11]2[C:6](=[CH:7][C:8]([O:14][CH2:15][CH2:16][CH2:17][N:18]3[CH2:23][CH2:22][O:21][CH2:20][CH2:19]3)=[C:9]([O:12][CH3:13])[CH:10]=2)[N:5]=[CH:4][N:3]=1.[F:24][C:25]1[CH:33]=[C:32]([C:34]#[C:35][CH2:36][CH2:37][O:38][CH3:39])[C:28]2[O:29][CH2:30][O:31][C:27]=2[C:26]=1[NH2:40].C[Si]([N-][Si](C)(C)C)(C)C.[Na+], predict the reaction product.